Dataset: Peptide-MHC class II binding affinity with 134,281 pairs from IEDB. Task: Regression. Given a peptide amino acid sequence and an MHC pseudo amino acid sequence, predict their binding affinity value. This is MHC class II binding data. (1) The peptide sequence is SMDLELSWNLNGLQAY. The MHC is DRB1_0401 with pseudo-sequence DRB1_0401. The binding affinity (normalized) is 0.465. (2) The peptide sequence is ASPMLYQLLEAVYGN. The MHC is DRB1_0301 with pseudo-sequence DRB1_0301. The binding affinity (normalized) is 0.102. (3) The peptide sequence is GLHFHEMNNGGDAMY. The MHC is HLA-DQA10303-DQB10402 with pseudo-sequence HLA-DQA10303-DQB10402. The binding affinity (normalized) is 0. (4) The peptide sequence is PRSPTVFYNIPPMPLPPSQL. The MHC is DRB1_0404 with pseudo-sequence DRB1_0404. The binding affinity (normalized) is 0.794. (5) The peptide sequence is LIEVNPPFGDSYIIV. The MHC is HLA-DQA10201-DQB10402 with pseudo-sequence HLA-DQA10201-DQB10402. The binding affinity (normalized) is 0.